This data is from Full USPTO retrosynthesis dataset with 1.9M reactions from patents (1976-2016). The task is: Predict the reactants needed to synthesize the given product. Given the product [NH2:10][C:3]1[C:2]([Cl:1])=[CH:7][C:6]([OH:8])=[C:5]([F:9])[CH:4]=1, predict the reactants needed to synthesize it. The reactants are: [Cl:1][C:2]1[C:3]([N+:10]([O-])=O)=[CH:4][C:5]([F:9])=[C:6]([O-:8])[CH:7]=1.[K+].[NH4+].[Cl-].